Dataset: Reaction yield outcomes from USPTO patents with 853,638 reactions. Task: Predict the reaction yield, written as a fraction of the theoretical maximum amount of product (1.0 means a 100% yield; for example, 0.34 means a 34% yield). The reactants are [I:1][C:2]1[CH:3]=[C:4]([CH2:8][C@H:9]([NH:13][C:14](=[O:19])[CH2:15][CH2:16][CH:17]=[CH2:18])[C:10]([OH:12])=[O:11])[CH:5]=[CH:6][CH:7]=1.Br[CH2:21][C:22]#[N:23].CCN(C(C)C)C(C)C. The catalyst is CN(C=O)C. The product is [C:22]([CH2:21][O:11][C:10](=[O:12])[C@@H:9]([NH:13][C:14](=[O:19])[CH2:15][CH2:16][CH:17]=[CH2:18])[CH2:8][C:4]1[CH:5]=[CH:6][CH:7]=[C:2]([I:1])[CH:3]=1)#[N:23]. The yield is 0.720.